This data is from Reaction yield outcomes from USPTO patents with 853,638 reactions. The task is: Predict the reaction yield, written as a fraction of the theoretical maximum amount of product (1.0 means a 100% yield; for example, 0.34 means a 34% yield). The reactants are Cl[C:2]1[N:3]=[C:4]([N:26]2[CH2:31][CH2:30][O:29][CH2:28][CH2:27]2)[C:5]2[N:11]=[C:10]([C:12]3[C:13]([F:25])=[C:14]([NH:18][S:19]([CH2:22][CH2:23][CH3:24])(=[O:21])=[O:20])[CH:15]=[CH:16][CH:17]=3)[CH:9]=[CH:8][C:6]=2[N:7]=1.CC1(C)C(C)(C)OB([C:40]2[CH:41]=[N:42][C:43]([NH2:46])=[N:44][CH:45]=2)O1.C(=O)([O-])[O-].[Na+].[Na+]. The catalyst is CN(C=O)C.Cl[Pd](Cl)([P](C1C=CC=CC=1)(C1C=CC=CC=1)C1C=CC=CC=1)[P](C1C=CC=CC=1)(C1C=CC=CC=1)C1C=CC=CC=1. The product is [NH2:46][C:43]1[N:44]=[CH:45][C:40]([C:2]2[N:3]=[C:4]([N:26]3[CH2:31][CH2:30][O:29][CH2:28][CH2:27]3)[C:5]3[N:11]=[C:10]([C:12]4[C:13]([F:25])=[C:14]([NH:18][S:19]([CH2:22][CH2:23][CH3:24])(=[O:21])=[O:20])[CH:15]=[CH:16][CH:17]=4)[CH:9]=[CH:8][C:6]=3[N:7]=2)=[CH:41][N:42]=1. The yield is 0.0300.